From a dataset of Peptide-MHC class II binding affinity with 134,281 pairs from IEDB. Regression. Given a peptide amino acid sequence and an MHC pseudo amino acid sequence, predict their binding affinity value. This is MHC class II binding data. The peptide sequence is MSGRKAQGKTLGVNM. The MHC is HLA-DQA10501-DQB10303 with pseudo-sequence HLA-DQA10501-DQB10303. The binding affinity (normalized) is 0.266.